Dataset: Full USPTO retrosynthesis dataset with 1.9M reactions from patents (1976-2016). Task: Predict the reactants needed to synthesize the given product. (1) Given the product [OH:2][C:3]1[CH:8]=[CH:7][N:6]=[C:5]([C:9]2[CH:14]=[CH:13][C:12]([CH3:15])=[CH:11][C:10]=2[O:16][CH3:17])[N:4]=1, predict the reactants needed to synthesize it. The reactants are: C[O:2][C:3]1[CH:8]=[CH:7][N:6]=[C:5]([C:9]2[CH:14]=[CH:13][C:12]([CH3:15])=[CH:11][C:10]=2[O:16][CH3:17])[N:4]=1.C[S-].[Na+]. (2) Given the product [I:19][C:7]1[C:6](=[O:20])[C:5]2[CH:4]=[CH:3][C:2]3[N:1]=[CH:21][O:12][C:11]=3[C:10]=2[O:9][C:8]=1[C:13]1[CH:18]=[CH:17][CH:16]=[CH:15][CH:14]=1, predict the reactants needed to synthesize it. The reactants are: [NH2:1][C:2]1[C:11]([OH:12])=[C:10]2[C:5]([C:6](=[O:20])[C:7]([I:19])=[C:8]([C:13]3[CH:18]=[CH:17][CH:16]=[CH:15][CH:14]=3)[O:9]2)=[CH:4][CH:3]=1.[C:21]1(C)C=CC(S(O)(=O)=O)=CC=1.